This data is from Catalyst prediction with 721,799 reactions and 888 catalyst types from USPTO. The task is: Predict which catalyst facilitates the given reaction. (1) Reactant: CS(O)(=O)=O.[CH:6]1[CH:7]=CC2NC=C(C(O[C@@H]3C[C@H]4N5CC(=O)[C@@H](C4)C[C@@H]5C3)=O)[C:10]=2[CH:11]=1.O.[C:31]([O:38][CH3:39])(=[O:37])[CH2:32][C:33]([O:35][CH3:36])=[O:34].ClC/C=C\CCl.[H-].[Li+]. Product: [CH3:36][O:35][C:33]([C:32]1([C:31]([O:38][CH3:39])=[O:37])[CH2:10][CH:11]=[CH:6][CH2:7]1)=[O:34]. The catalyst class is: 9. (2) Reactant: [CH:1]1([NH:7][CH2:8][CH2:9][C:10]2[CH:11]=[C:12]([CH2:16][CH2:17][OH:18])[CH:13]=[CH:14][CH:15]=2)[CH2:6][CH2:5][CH2:4][CH2:3][CH2:2]1.[C:19](O[C:19]([O:21][C:22]([CH3:25])([CH3:24])[CH3:23])=[O:20])([O:21][C:22]([CH3:25])([CH3:24])[CH3:23])=[O:20]. Product: [C:22]([O:21][C:19](=[O:20])[N:7]([CH:1]1[CH2:2][CH2:3][CH2:4][CH2:5][CH2:6]1)[CH2:8][CH2:9][C:10]1[CH:15]=[CH:14][CH:13]=[C:12]([CH2:16][CH2:17][OH:18])[CH:11]=1)([CH3:25])([CH3:24])[CH3:23]. The catalyst class is: 4. (3) Reactant: [O:1]1[CH:5]=[CH:4][CH:3]=[C:2]1[CH:6]1OC(C)(C)C(C)(C)O1.BrC1[CH:28]=[CH:27][C:19]([C:20]([O:22][C:23]([CH3:26])([CH3:25])[CH3:24])=[O:21])=[CH:18][CH:17]=1.C(=O)([O-])[O-].[Na+].[Na+].O1CCOCC1. Product: [O:1]1[CH:5]=[CH:4][CH:3]=[C:2]1[C:6]1[CH:28]=[CH:27][C:19]([C:20]([O:22][C:23]([CH3:24])([CH3:25])[CH3:26])=[O:21])=[CH:18][CH:17]=1. The catalyst class is: 690. (4) Reactant: [CH3:1][O:2][C:3](=[O:23])[C:4]1[CH:9]=[C:8](/[CH:10]=[C:11]2\[C:12](=[O:21])[NH:13][C:14]3[C:19]\2=[CH:18][CH:17]=[C:16]([Cl:20])[CH:15]=3)[CH:7]=[C:6]([Cl:22])[CH:5]=1.[C:24]([O:28][C:29](O[C:29]([O:28][C:24]([CH3:27])([CH3:26])[CH3:25])=[O:30])=[O:30])([CH3:27])([CH3:26])[CH3:25].C(N(CC)CC)C. Product: [C:24]([O:28][C:29]([N:13]1[C:14]2[C:19](=[CH:18][CH:17]=[C:16]([Cl:20])[CH:15]=2)/[C:11](=[CH:10]/[C:8]2[CH:9]=[C:4]([C:3]([O:2][CH3:1])=[O:23])[CH:5]=[C:6]([Cl:22])[CH:7]=2)/[C:12]1=[O:21])=[O:30])([CH3:27])([CH3:26])[CH3:25]. The catalyst class is: 119. (5) Reactant: CC(C)([O-])C.[K+].[F:7][C:8]1[CH:9]=[C:10]([CH:13]=[CH:14][C:15]=1[OH:16])[CH:11]=[O:12].Br[CH2:18][CH2:19][CH2:20][O:21][C:22]1[CH:27]=[CH:26][C:25]([C:28]2[CH:33]=[CH:32][CH:31]=[CH:30][CH:29]=2)=[CH:24][CH:23]=1. Product: [C:25]1([C:28]2[CH:29]=[CH:30][CH:31]=[CH:32][CH:33]=2)[CH:24]=[CH:23][C:22]([O:21][CH2:20][CH2:19][CH2:18][O:16][C:15]2[CH:14]=[CH:13][C:10]([CH:11]=[O:12])=[CH:9][C:8]=2[F:7])=[CH:27][CH:26]=1. The catalyst class is: 35.